From a dataset of Full USPTO retrosynthesis dataset with 1.9M reactions from patents (1976-2016). Predict the reactants needed to synthesize the given product. (1) Given the product [C:24]([O:23][C:21](=[O:22])[NH:20][C@H:18]([C:17]1[N:7]2[C:6]3[C:11]([O:10][CH2:9][C@@H:8]2[CH3:12])=[C:2]([F:1])[CH:3]=[CH:4][C:5]=3[N:13]=1)[CH3:19])([CH3:27])([CH3:26])[CH3:25], predict the reactants needed to synthesize it. The reactants are: [F:1][C:2]1[C:11]2[O:10][CH2:9][C@H:8]([CH3:12])[NH:7][C:6]=2[C:5]([NH2:13])=[CH:4][CH:3]=1.C(O[C:17](=N)[C@@H:18]([NH:20][C:21]([O:23][C:24]([CH3:27])([CH3:26])[CH3:25])=[O:22])[CH3:19])C. (2) Given the product [Si:14]([O:13][C@@H:11]1[CH2:12][N:8]([C:6]([O:5][C:1]([CH3:4])([CH3:3])[CH3:2])=[O:7])[C@H:9]([C@H:21]([O:27][CH3:28])[C@@H:22]([CH3:26])[C:23]([NH:39][CH2:38][CH2:37][C:31]2[C:32]([F:36])=[CH:33][CH:34]=[CH:35][C:30]=2[F:29])=[O:25])[CH2:10]1)([C:17]([CH3:18])([CH3:20])[CH3:19])([CH3:16])[CH3:15], predict the reactants needed to synthesize it. The reactants are: [C:1]([O:5][C:6]([N:8]1[CH2:12][C@@H:11]([O:13][Si:14]([C:17]([CH3:20])([CH3:19])[CH3:18])([CH3:16])[CH3:15])[CH2:10][C@H:9]1[C@H:21]([O:27][CH3:28])[C@@H:22]([CH3:26])[C:23]([OH:25])=O)=[O:7])([CH3:4])([CH3:3])[CH3:2].[F:29][C:30]1[CH:35]=[CH:34][CH:33]=[C:32]([F:36])[C:31]=1[CH2:37][CH2:38][NH2:39].F[P-](F)(F)(F)(F)F.N1(O[P+](N(C)C)(N(C)C)N(C)C)C2C=CC=CC=2N=N1.C(N(C(C)C)CC)(C)C.